This data is from Forward reaction prediction with 1.9M reactions from USPTO patents (1976-2016). The task is: Predict the product of the given reaction. (1) Given the reactants [CH2:1]([C:8]1[C:17]2[C:12](=[CH:13][CH:14]=[CH:15][CH:16]=2)[C:11](Cl)=[N:10][N:9]=1)[C:2]1[CH:7]=[CH:6][CH:5]=[CH:4][CH:3]=1.[CH3:19][N:20]1[C:24]([C:25]2[CH:26]=[C:27]([CH:29]=[CH:30][CH:31]=2)[NH2:28])=[CH:23][N:22]=[C:21]1[CH3:32], predict the reaction product. The product is: [CH2:1]([C:8]1[C:17]2[C:12](=[CH:13][CH:14]=[CH:15][CH:16]=2)[C:11]([NH:28][C:27]2[CH:29]=[CH:30][CH:31]=[C:25]([C:24]3[N:20]([CH3:19])[C:21]([CH3:32])=[N:22][CH:23]=3)[CH:26]=2)=[N:10][N:9]=1)[C:2]1[CH:7]=[CH:6][CH:5]=[CH:4][CH:3]=1. (2) Given the reactants Br[CH2:2][C:3]([NH:5][C:6]1[C:7]([CH3:31])=[C:8]2[C:13]([NH:14][C:15]3[CH:20]=[CH:19][C:18]([O:21][C:22]4[CH:27]=[CH:26][CH:25]=[CH:24][CH:23]=4)=[CH:17][CH:16]=3)=[C:12]([C:28]#[N:29])[CH:11]=[N:10][N:9]2[CH:30]=1)=[O:4].[NH2:32][C:33]([NH2:35])=[S:34], predict the reaction product. The product is: [NH2:35][C:33]1[S:34][CH2:2][C:3]([NH:5][C:6]2[C:7]([CH3:31])=[C:8]3[C:13]([NH:14][C:15]4[CH:20]=[CH:19][C:18]([O:21][C:22]5[CH:27]=[CH:26][CH:25]=[CH:24][CH:23]=5)=[CH:17][CH:16]=4)=[C:12]([C:28]#[N:29])[CH:11]=[N:10][N:9]3[CH:30]=2)([OH:4])[N:32]=1. (3) Given the reactants [CH3:1][N:2]1[CH:7]2[CH2:8][CH2:9][CH:3]1[CH2:4][CH:5]([NH:10][C:11]([C:13]1[C:21]3[C:16](=[CH:17][CH:18]=[C:19](Br)[CH:20]=3)[NH:15][N:14]=1)=[O:12])[CH2:6]2.[O:23]1[CH:27]=[CH:26][C:25](B(O)O)=[CH:24]1.F[B-](F)(F)F.C(P(C(C)(C)C)C(C)(C)C)(C)(C)C.C(=O)([O-])[O-].[K+].[K+], predict the reaction product. The product is: [O:23]1[CH:27]=[CH:26][C:25]([C:19]2[CH:20]=[C:21]3[C:16](=[CH:17][CH:18]=2)[NH:15][N:14]=[C:13]3[C:11]([NH:10][CH:5]2[CH2:4][CH:3]3[N:2]([CH3:1])[CH:7]([CH2:8][CH2:9]3)[CH2:6]2)=[O:12])=[CH:24]1. (4) Given the reactants [NH2:1][C:2]1([C:7]([OH:9])=[O:8])[CH2:6][CH2:5][CH2:4][CH2:3]1.[ClH:10].[CH3:11]O, predict the reaction product. The product is: [ClH:10].[NH2:1][C:2]1([C:7]([O:9][CH3:11])=[O:8])[CH2:6][CH2:5][CH2:4][CH2:3]1. (5) Given the reactants F[B-](F)(F)F.C[O+:7]([CH3:9])[CH3:8].CN(C1C2C(N(C)C)=CC=CC=2C=CC=1)C.[C:26]([O:32][CH2:33][C@@H:34]([C:48]([O:50][C:51]([CH3:54])([CH3:53])[CH3:52])=[O:49])[C@@H:35]([C:38]1[CH:43]=[CH:42][C:41]([C:44]([F:47])([F:46])[F:45])=[CH:40][CH:39]=1)CO)(=[O:31])[C:27]([CH3:30])([CH3:29])[CH3:28], predict the reaction product. The product is: [C:26]([O:32][CH2:33][C@@H:34]([C:48]([O:50][C:51]([CH3:54])([CH3:53])[CH3:52])=[O:49])[C@@H:35]([C:38]1[CH:39]=[CH:40][C:41]([C:44]([F:47])([F:46])[F:45])=[CH:42][CH:43]=1)[CH2:8][O:7][CH3:9])(=[O:31])[C:27]([CH3:28])([CH3:30])[CH3:29]. (6) Given the reactants [CH2:1]([N:8]1[CH2:12][CH:11]([CH2:13]O)[CH:10]([CH2:15][CH2:16][OH:17])[CH2:9]1)[C:2]1[CH:7]=[CH:6][CH:5]=[CH:4][CH:3]=1.CCN(CC)CC.S(Cl)(C1C=CC(C)=CC=1)(=O)=O, predict the reaction product. The product is: [CH2:1]([N:8]1[CH2:9][CH:10]2[CH2:15][CH2:16][O:17][CH2:13][CH:11]2[CH2:12]1)[C:2]1[CH:3]=[CH:4][CH:5]=[CH:6][CH:7]=1. (7) Given the reactants [CH2:1]([C:3]1[CH:4]=[C:5]([C:11]2[O:15][N:14]=[C:13]([C:16]3[CH:21]=[C:20]([CH3:22])[C:19]([OH:23])=[C:18]([CH2:24][CH3:25])[CH:17]=3)[N:12]=2)[CH:6]=[N:7][C:8]=1[CH2:9][CH3:10])[CH3:2].[CH2:26]([CH:28]1[O:30][CH2:29]1)Cl, predict the reaction product. The product is: [CH2:9]([C:8]1[C:3]([CH2:1][CH3:2])=[CH:4][C:5]([C:11]2[O:15][N:14]=[C:13]([C:16]3[CH:21]=[C:20]([CH3:22])[C:19]([O:23][CH2:26][CH:28]4[CH2:29][O:30]4)=[C:18]([CH2:24][CH3:25])[CH:17]=3)[N:12]=2)=[CH:6][N:7]=1)[CH3:10].